Dataset: NCI-60 drug combinations with 297,098 pairs across 59 cell lines. Task: Regression. Given two drug SMILES strings and cell line genomic features, predict the synergy score measuring deviation from expected non-interaction effect. Drug 1: C1=CC(=C2C(=C1NCCNCCO)C(=O)C3=C(C=CC(=C3C2=O)O)O)NCCNCCO. Drug 2: C(CN)CNCCSP(=O)(O)O. Cell line: NCI-H322M. Synergy scores: CSS=31.0, Synergy_ZIP=-7.18, Synergy_Bliss=3.79, Synergy_Loewe=-70.9, Synergy_HSA=3.66.